From a dataset of Catalyst prediction with 721,799 reactions and 888 catalyst types from USPTO. Predict which catalyst facilitates the given reaction. (1) Reactant: CCCC[N+](CCCC)(CCCC)CCCC.[F-].[OH:19][CH2:20][C:21]1[CH:22]=[C:23]([N:27]2[CH2:32][CH2:31][N:30]([C:33]([C:35]3[N:39]([CH:40]([O:42][Si](C(C)(C)C)(C)C)[CH3:41])[C:38]([C:50]4[CH:55]=[CH:54][CH:53]=[CH:52][CH:51]=4)=[CH:37][CH:36]=3)=[O:34])[CH2:29][CH2:28]2)[CH:24]=[CH:25][CH:26]=1.C(OCC)(=O)C. Product: [OH:19][CH2:20][C:21]1[CH:22]=[C:23]([N:27]2[CH2:32][CH2:31][N:30]([C:33]([C:35]3[N:39]([CH:40]([OH:42])[CH3:41])[C:38]([C:50]4[CH:51]=[CH:52][CH:53]=[CH:54][CH:55]=4)=[CH:37][CH:36]=3)=[O:34])[CH2:29][CH2:28]2)[CH:24]=[CH:25][CH:26]=1. The catalyst class is: 7. (2) Reactant: Cl[C:2]1[C:11]2[C:6](=[C:7]([C:13]([NH:15][C:16]3[C:21]([F:22])=[CH:20][CH:19]=[C:18]([NH:23][S:24]([CH2:27][CH2:28][CH3:29])(=[O:26])=[O:25])[C:17]=3[F:30])=[O:14])[CH:8]=[C:9]([CH3:12])[CH:10]=2)[N:5]=[CH:4][N:3]=1.C(N(CC)C(C)C)(C)C.[CH:40]1([NH2:45])[CH2:44][CH2:43][CH2:42][CH2:41]1. Product: [CH:40]1([NH:45][C:2]2[C:11]3[C:6](=[C:7]([C:13]([NH:15][C:16]4[C:21]([F:22])=[CH:20][CH:19]=[C:18]([NH:23][S:24]([CH2:27][CH2:28][CH3:29])(=[O:26])=[O:25])[C:17]=4[F:30])=[O:14])[CH:8]=[C:9]([CH3:12])[CH:10]=3)[N:5]=[CH:4][N:3]=2)[CH2:44][CH2:43][CH2:42][CH2:41]1. The catalyst class is: 32. (3) Reactant: ICC.C([O-])([O-])=O.[K+].[K+].[C:10]([O:13][C:14]1[CH:19]=[C:18]([I:20])[CH:17]=[C:16]([OH:21])[C:15]=1[Cl:22])(=O)[CH3:11]. Product: [Cl:22][C:15]1[C:14]([O:13][CH2:10][CH3:11])=[CH:19][C:18]([I:20])=[CH:17][C:16]=1[OH:21]. The catalyst class is: 369.